From a dataset of Catalyst prediction with 721,799 reactions and 888 catalyst types from USPTO. Predict which catalyst facilitates the given reaction. Reactant: Br[C:2]1[CH:3]=[N:4][C:5]2[C:10]([CH:11]=1)=[CH:9][CH:8]=[N:7][C:6]=2[Cl:12].CCN(C(C)C)C(C)C.CC1(C)C2C(=C(P(C3C=CC=CC=3)C3C=CC=CC=3)C=CC=2)OC2C(P(C3C=CC=CC=3)C3C=CC=CC=3)=CC=CC1=2.[CH2:64]([SH:71])[C:65]1[CH:70]=[CH:69][CH:68]=[CH:67][CH:66]=1. Product: [CH2:64]([S:71][C:2]1[CH:3]=[N:4][C:5]2[C:10]([CH:11]=1)=[CH:9][CH:8]=[N:7][C:6]=2[Cl:12])[C:65]1[CH:70]=[CH:69][CH:68]=[CH:67][CH:66]=1. The catalyst class is: 102.